This data is from Forward reaction prediction with 1.9M reactions from USPTO patents (1976-2016). The task is: Predict the product of the given reaction. (1) The product is: [CH3:36][C:9]([CH3:35])([CH3:8])[C:10]#[C:11][C:12]1[S:16][C:15]([C:17]([OH:19])=[O:18])=[C:14]([N:20]([C:21]([C@H:23]2[CH2:28][CH2:27][C@H:26]([CH3:29])[CH2:25][CH2:24]2)=[O:22])[C@@H:30]([CH3:34])[CH2:31][CH2:32][O:33][C:38]2[CH:39]=[N:40][CH:41]=[N:42][CH:43]=2)[CH:13]=1. Given the reactants OC(C(F)(F)F)=O.[CH3:8][C:9]([CH3:36])([CH3:35])[C:10]#[C:11][C:12]1[S:16][C:15]([C:17]([OH:19])=[O:18])=[C:14]([N:20]([C@@H:30]([CH3:34])[CH2:31][CH2:32][OH:33])[C:21]([C@H:23]2[CH2:28][CH2:27][C@H:26]([CH3:29])[CH2:25][CH2:24]2)=[O:22])[CH:13]=1.Cl[C:38]1[CH:39]=[N:40][CH:41]=[N:42][CH:43]=1.C(O[K])(C)(C)C, predict the reaction product. (2) Given the reactants [F:1][C:2]([F:27])([F:26])[C:3]1[CH:4]=[CH:5][C:6]([O:9][C:10]2[CH:15]=[CH:14][C:13]([O:16][C:17]([N:19]3[CH2:24][CH2:23][CH:22](O)[CH2:21][CH2:20]3)=[O:18])=[CH:12][CH:11]=2)=[N:7][CH:8]=1.[CH3:28][N:29]1[C:33]([SH:34])=[N:32][N:31]=[N:30]1.C(OCC)(=O)C, predict the reaction product. The product is: [F:26][C:2]([F:1])([F:27])[C:3]1[CH:4]=[CH:5][C:6]([O:9][C:10]2[CH:11]=[CH:12][C:13]([O:16][C:17]([N:19]3[CH2:24][CH2:23][CH:22]([S:34][C:33]4[N:29]([CH3:28])[N:30]=[N:31][N:32]=4)[CH2:21][CH2:20]3)=[O:18])=[CH:14][CH:15]=2)=[N:7][CH:8]=1. (3) Given the reactants Br[C:2]1[CH:7]=[CH:6][C:5]([C:8]2([C:11]3[N:15]4[CH2:16][CH2:17][S:18][C:19]([CH2:22][O:23][Si:24]([C:27]([CH3:30])([CH3:29])[CH3:28])([CH3:26])[CH3:25])([CH3:21])[CH2:20][C:14]4=[N:13][N:12]=3)[CH2:10][CH2:9]2)=[CH:4][CH:3]=1.[CH2:31]([N:33]1[CH:37]=[C:36](B2OC(C)(C)C(C)(C)O2)[CH:35]=[N:34]1)[CH3:32].C(=O)([O-])[O-].[K+].[K+], predict the reaction product. The product is: [Si:24]([O:23][CH2:22][C:19]1([CH3:21])[S:18][CH2:17][CH2:16][N:15]2[C:11]([C:8]3([C:5]4[CH:6]=[CH:7][C:2]([C:36]5[CH:35]=[N:34][N:33]([CH2:31][CH3:32])[CH:37]=5)=[CH:3][CH:4]=4)[CH2:10][CH2:9]3)=[N:12][N:13]=[C:14]2[CH2:20]1)([C:27]([CH3:30])([CH3:29])[CH3:28])([CH3:26])[CH3:25]. (4) Given the reactants [C:1]([O:5][C:6](=[O:13])[NH:7][C@H:8]([CH2:11][OH:12])[CH2:9][CH3:10])([CH3:4])([CH3:3])[CH3:2].C(N(CC)CC)C.C(O)(=O)CC(CC(O)=O)(C(O)=O)O, predict the reaction product. The product is: [CH:11]([C@@H:8]([NH:7][C:6](=[O:13])[O:5][C:1]([CH3:4])([CH3:3])[CH3:2])[CH2:9][CH3:10])=[O:12]. (5) Given the reactants [N+]([N:4]1[CH:12]=[C:11]2[C:6]([CH:7]=[CH:8][C:9]([N+:13]([O-:15])=[O:14])=[CH:10]2)=[N:5]1)([O-])=O.[CH3:16][N:17]1[CH2:23][CH2:22][CH2:21][NH:20][CH2:19][CH2:18]1, predict the reaction product. The product is: [CH3:16][N:17]1[CH2:23][CH2:22][CH2:21][N:20]([C:12]2[C:11]3[C:6](=[CH:7][CH:8]=[C:9]([N+:13]([O-:15])=[O:14])[CH:10]=3)[NH:5][N:4]=2)[CH2:19][CH2:18]1. (6) The product is: [CH2:1]([O:3][C:4]1[C:9]([O:10][CH3:11])=[CH:8][C:7]2[C:19]([C:21]3[CH:22]=[C:23]([CH:28]=[CH:29][CH:30]=3)[C:24]([O:26][CH3:27])=[O:25])=[N:18][C@@H:17]3[CH2:16][CH2:15][S:14][CH2:13][C@@H:12]3[C:6]=2[CH:5]=1)[CH3:2]. Given the reactants [CH2:1]([O:3][C:4]1[CH:5]=[C:6]([C@@H:12]2[C@H:17]([NH:18][C:19]([C:21]3[CH:22]=[C:23]([CH:28]=[CH:29][CH:30]=3)[C:24]([O:26][CH3:27])=[O:25])=O)[CH2:16][CH2:15][S:14][CH2:13]2)[CH:7]=[CH:8][C:9]=1[O:10][CH3:11])[CH3:2].ClC1C=CC=CN=1.O=P(Cl)(Cl)Cl, predict the reaction product. (7) Given the reactants [OH:1][N:2]1[C:6](=[O:7])[C:5]2=[CH:8][CH:9]=[CH:10][CH:11]=[C:4]2[C:3]1=[O:12].[CH3:13][O:14][C:15]1[CH:16]=[C:17]2[C:22](=[CH:23][CH:24]=1)[CH:21]=[C:20]([C@H:25]([CH3:29])[C:26](O)=[O:27])[CH:19]=[CH:18]2.Cl.CN(C)CCCN=C=NCC, predict the reaction product. The product is: [CH3:13][O:14][C:15]1[CH:16]=[C:17]2[C:22](=[CH:23][CH:24]=1)[CH:21]=[C:20]([C@H:25]([CH3:29])[C:26]([O:1][N:2]1[C:3](=[O:12])[C:4]3[CH:11]=[CH:10][CH:9]=[CH:8][C:5]=3[C:6]1=[O:7])=[O:27])[CH:19]=[CH:18]2. (8) Given the reactants [OH:1][C@@H:2]1[CH2:10][C@@H:5]2[O:6][C:7](=[O:9])[CH2:8][C@@H:4]2[C@H:3]1[CH2:11][CH2:12][C@@H:13]([OH:26])[CH2:14][O:15][C:16]1[CH:21]=[CH:20][CH:19]=[C:18]([C:22]([F:25])([F:24])[F:23])[CH:17]=1.O.[C:28]1([CH3:38])[CH:33]=[CH:32][C:31](S(O)(=O)=O)=CC=1.[O:39]1[CH:44]=[CH:43][CH2:42][CH2:41][CH2:40]1.C([O-])(O)=[O:46].[Na+], predict the reaction product. The product is: [O:39]1[CH2:40][CH2:41][CH2:42][CH2:43][CH:44]1[O:1][C@@H:2]1[CH2:10][C@@H:5]2[O:6][C:7](=[O:9])[CH2:8][C@@H:4]2[C@H:3]1[CH2:11][CH2:12][C@@H:13]([O:26][CH:31]1[CH2:32][CH2:33][CH2:28][CH2:38][O:46]1)[CH2:14][O:15][C:16]1[CH:21]=[CH:20][CH:19]=[C:18]([C:22]([F:25])([F:23])[F:24])[CH:17]=1. (9) Given the reactants [OH:1][CH:2]([CH2:6][CH2:7][CH2:8][CH2:9][CH2:10][CH2:11][CH2:12][CH2:13][CH2:14][CH2:15][CH2:16][CH2:17][CH2:18][CH2:19][CH2:20][CH3:21])[C:3]([OH:5])=[O:4].[CH2:22](O)[CH2:23][OH:24].C1(C)C=CC(S(O)(=O)=O)=CC=1, predict the reaction product. The product is: [OH:24][CH2:23][CH2:22][C:2]([OH:1])([CH2:6][CH2:7][CH2:8][CH2:9][CH2:10][CH2:11][CH2:12][CH2:13][CH2:14][CH2:15][CH2:16][CH2:17][CH2:18][CH2:19][CH2:20][CH3:21])[C:3]([OH:5])=[O:4]. (10) Given the reactants C([BH-](CC)CC)C.[Li+].[Cl:9][C:10]1[C:15]([Cl:16])=[CH:14][CH:13]=[CH:12][C:11]=1[S:17]([NH:20][C:21]1[N:26]=[C:25]([C:27](OC)=[O:28])[C:24]([F:31])=[N:23][C:22]=1[O:32][CH3:33])(=[O:19])=[O:18], predict the reaction product. The product is: [Cl:9][C:10]1[C:15]([Cl:16])=[CH:14][CH:13]=[CH:12][C:11]=1[S:17]([NH:20][C:21]1[C:22]([O:32][CH3:33])=[N:23][C:24]([F:31])=[C:25]([CH2:27][OH:28])[N:26]=1)(=[O:19])=[O:18].